The task is: Predict the reactants needed to synthesize the given product.. This data is from Full USPTO retrosynthesis dataset with 1.9M reactions from patents (1976-2016). (1) The reactants are: [OH:1][CH:2]([CH2:30]O)[CH2:3][NH:4][C:5]([C:7]1[CH:8]=[N:9][N:10]2[CH:15]=[CH:14][C:13]([N:16]3[CH2:20][CH2:19][CH2:18][C@@H:17]3[C:21]3[C:22]([O:28]C)=[N:23][CH:24]=[C:25]([F:27])[CH:26]=3)=[N:12][C:11]=12)=[O:6].[ClH:32]. Given the product [Cl:32][CH2:30][CH:2]([OH:1])[CH2:3][NH:4][C:5]([C:7]1[CH:8]=[N:9][N:10]2[CH:15]=[CH:14][C:13]([N:16]3[CH2:20][CH2:19][CH2:18][C@@H:17]3[C:21]3[C:22](=[O:28])[NH:23][CH:24]=[C:25]([F:27])[CH:26]=3)=[N:12][C:11]=12)=[O:6], predict the reactants needed to synthesize it. (2) Given the product [O:1]1[C:5]2[CH:6]=[CH:7][C:8]([C:14]3[S:22][C:21]4[C:16](=[N:17][CH:18]=[CH:19][C:20]=4[NH:23][C:24]4[CH:25]=[C:26]5[C:30](=[CH:31][CH:32]=4)[NH:29][C:28]([CH3:33])=[CH:27]5)[CH:15]=3)=[CH:9][C:4]=2[O:3][CH2:2]1, predict the reactants needed to synthesize it. The reactants are: [O:1]1[C:5]2[CH:6]=[CH:7][C:8](B(O)O)=[CH:9][C:4]=2[O:3][CH2:2]1.Br[C:14]1[S:22][C:21]2[C:16](=[N:17][CH:18]=[CH:19][C:20]=2[NH:23][C:24]2[CH:25]=[C:26]3[C:30](=[CH:31][CH:32]=2)[NH:29][C:28]([CH3:33])=[CH:27]3)[CH:15]=1. (3) Given the product [CH3:29][O:28][C:22]1[CH:21]=[C:20]([C:13]2[C:14]([CH2:18][CH3:19])([CH3:17])[C:15](=[O:16])[N:11]([CH:8]3[CH2:7][CH2:6][N:5]([C:3](=[O:4])[CH2:2][N:34]4[C:30](=[O:36])[CH2:31][CH2:32][C:33]4=[O:35])[CH2:10][CH2:9]3)[N:12]=2)[CH:25]=[CH:24][C:23]=1[O:26][CH3:27], predict the reactants needed to synthesize it. The reactants are: Cl[CH2:2][C:3]([N:5]1[CH2:10][CH2:9][CH:8]([N:11]2[C:15](=[O:16])[C:14]([CH2:18][CH3:19])([CH3:17])[C:13]([C:20]3[CH:25]=[CH:24][C:23]([O:26][CH3:27])=[C:22]([O:28][CH3:29])[CH:21]=3)=[N:12]2)[CH2:7][CH2:6]1)=[O:4].[C:30]1(=[O:36])[NH:34][C:33](=[O:35])[CH2:32][CH2:31]1. (4) Given the product [OH:44][CH:43]([C:45]1[CH:50]=[CH:49][CH:48]=[CH:47][CH:46]=1)[CH2:42][NH:41][C:24]([CH:6]1[CH2:5][C:4](=[N:3][O:2][CH3:1])[CH2:8][N:7]1[C:9]([C:11]1[CH:16]=[CH:15][C:14]([C:17]2[CH:22]=[CH:21][CH:20]=[CH:19][C:18]=2[CH3:23])=[CH:13][CH:12]=1)=[O:10])=[O:26], predict the reactants needed to synthesize it. The reactants are: [CH3:1][O:2][N:3]=[C:4]1[CH2:8][N:7]([C:9]([C:11]2[CH:16]=[CH:15][C:14]([C:17]3[CH:22]=[CH:21][CH:20]=[CH:19][C:18]=3[CH3:23])=[CH:13][CH:12]=2)=[O:10])[C@H:6]([C:24]([OH:26])=O)[CH2:5]1.CN1CCOCC1.C(Cl)(=O)C(C)(C)C.[NH2:41][CH2:42][C@H:43]([C:45]1[CH:50]=[CH:49][CH:48]=[CH:47][CH:46]=1)[OH:44]. (5) Given the product [CH3:12][C:13]1[O:11][C:3]2[C:4]([C:5]([O:7][CH2:23][CH3:24])=[O:6])=[CH:8][CH:9]=[CH:10][C:2]=2[N:1]=1, predict the reactants needed to synthesize it. The reactants are: [NH2:1][C:2]1[C:3]([OH:11])=[C:4]([CH:8]=[CH:9][CH:10]=1)[C:5]([OH:7])=[O:6].[CH2:12](C(CC)(CC)C([O-])([O-])[O-])[CH3:13].[CH3:23][C:24]1C=CC(S(O)(=O)=O)=CC=1. (6) Given the product [CH3:25][O:24][C:16]1[CH:17]=[C:18]([CH:21]2[CH:22]([CH3:23])[C:3]3=[C:4]([C:9]([O:11][CH3:12])=[O:10])[C:5]([OH:8])=[CH:6][CH:7]=[C:2]3[O:1]2)[CH:19]=[CH:20][C:15]=1[O:14][CH3:13], predict the reactants needed to synthesize it. The reactants are: [O:1]=[C:2]1[CH:7]=[CH:6][C:5](=[O:8])[C:4]([C:9]([O:11][CH3:12])=[O:10])=[CH:3]1.[CH3:13][O:14][C:15]1[CH:20]=[CH:19][C:18]([CH:21]=[CH:22][CH3:23])=[CH:17][C:16]=1[O:24][CH3:25].C(=O)([O-])O.[Na+]. (7) Given the product [CH3:1][CH:2]1[CH:7]=[C:6]([CH3:8])[CH2:5][CH2:4][C:3]1([C:12](=[O:16])[CH:13]=[CH:14][CH3:15])[C:9]([CH3:11])=[CH2:10], predict the reactants needed to synthesize it. The reactants are: [CH3:1][CH:2]1[CH:7]=[C:6]([CH3:8])[CH2:5][CH2:4][C:3]1([C:12](=[O:16])[CH2:13][CH:14]=[CH2:15])[C:9]([CH3:11])=[CH2:10].CC1C=C(C)CCC1(C(C)=C)C=O.